From a dataset of NCI-60 drug combinations with 297,098 pairs across 59 cell lines. Regression. Given two drug SMILES strings and cell line genomic features, predict the synergy score measuring deviation from expected non-interaction effect. (1) Drug 1: CC1=C(C(CCC1)(C)C)C=CC(=CC=CC(=CC(=O)O)C)C. Drug 2: CC1C(C(CC(O1)OC2CC(CC3=C2C(=C4C(=C3O)C(=O)C5=CC=CC=C5C4=O)O)(C(=O)C)O)N)O. Cell line: A549. Synergy scores: CSS=64.0, Synergy_ZIP=0.647, Synergy_Bliss=1.32, Synergy_Loewe=-5.49, Synergy_HSA=5.41. (2) Cell line: UACC-257. Synergy scores: CSS=26.2, Synergy_ZIP=-4.00, Synergy_Bliss=-0.532, Synergy_Loewe=2.93, Synergy_HSA=3.03. Drug 1: C1=C(C(=O)NC(=O)N1)F. Drug 2: CC1=C(C(=O)C2=C(C1=O)N3CC4C(C3(C2COC(=O)N)OC)N4)N. (3) Drug 1: CC1=C(C=C(C=C1)NC(=O)C2=CC=C(C=C2)CN3CCN(CC3)C)NC4=NC=CC(=N4)C5=CN=CC=C5. Drug 2: CN(CCCl)CCCl.Cl. Cell line: NCI-H322M. Synergy scores: CSS=-0.304, Synergy_ZIP=0.510, Synergy_Bliss=-0.300, Synergy_Loewe=-2.52, Synergy_HSA=-2.39. (4) Drug 1: C1=CN(C(=O)N=C1N)C2C(C(C(O2)CO)O)O.Cl. Drug 2: COC1=C2C(=CC3=C1OC=C3)C=CC(=O)O2. Cell line: EKVX. Synergy scores: CSS=-0.469, Synergy_ZIP=-0.0215, Synergy_Bliss=-2.84, Synergy_Loewe=-1.96, Synergy_HSA=-3.25.